This data is from Reaction yield outcomes from USPTO patents with 853,638 reactions. The task is: Predict the reaction yield, written as a fraction of the theoretical maximum amount of product (1.0 means a 100% yield; for example, 0.34 means a 34% yield). (1) The reactants are Cl[CH2:2][C:3]1[CH:8]=[CH:7][C:6]([CH:9]=[CH2:10])=[CH:5][CH:4]=1.[C:11]1(=[O:21])[NH:15][C:14](=[O:16])[C:13]2=[CH:17][CH:18]=[CH:19][CH:20]=[C:12]12.[K]. The catalyst is CN(C=O)C.O. The product is [CH:9]([C:6]1[CH:7]=[CH:8][C:3]([CH2:2][N:15]2[C:11](=[O:21])[C:12]3[C:13](=[CH:17][CH:18]=[CH:19][CH:20]=3)[C:14]2=[O:16])=[CH:4][CH:5]=1)=[CH2:10]. The yield is 0.460. (2) The reactants are O[CH:2]1[CH2:6][S:5][C:4]2=[C:7]([C:19]3[CH:24]=[CH:23][N:22]=[CH:21][CH:20]=3)[C:8]([C:10]3[CH:15]=[CH:14][CH:13]=[C:12]([N+:16]([O-:18])=[O:17])[CH:11]=3)=[N:9][N:3]12.FC(F)(F)C(OC(=O)C(F)(F)F)=O.C(N(CC)CC)C. The catalyst is C(COC)OC.C(OCC)(=O)C. The product is [N+:16]([C:12]1[CH:11]=[C:10]([C:8]2[C:7]([C:19]3[CH:24]=[CH:23][N:22]=[CH:21][CH:20]=3)=[C:4]3[S:5][CH:6]=[CH:2][N:3]3[N:9]=2)[CH:15]=[CH:14][CH:13]=1)([O-:18])=[O:17]. The yield is 0.440.